From a dataset of Full USPTO retrosynthesis dataset with 1.9M reactions from patents (1976-2016). Predict the reactants needed to synthesize the given product. Given the product [N+:1]([C:4]1[CH:5]=[C:6]([CH:7]=[CH:8][CH:9]=1)[O:10][CH2:12][CH2:13][O:14][CH2:15][CH2:16][NH:17][C:18](=[O:24])[O:19][C:20]([CH3:23])([CH3:22])[CH3:21])([O-:3])=[O:2], predict the reactants needed to synthesize it. The reactants are: [N+:1]([C:4]1[CH:5]=[C:6]([OH:10])[CH:7]=[CH:8][CH:9]=1)([O-:3])=[O:2].O[CH2:12][CH2:13][O:14][CH2:15][CH2:16][NH:17][C:18](=[O:24])[O:19][C:20]([CH3:23])([CH3:22])[CH3:21].C1(P(C2C=CC=CC=2)C2C=CC=CC=2)C=CC=CC=1.N(/C(OC(C)C)=O)=N\C(OC(C)C)=O.